From a dataset of Forward reaction prediction with 1.9M reactions from USPTO patents (1976-2016). Predict the product of the given reaction. Given the reactants [CH2:1]([N:3](CC)[CH2:4][CH3:5])[CH3:2].C[Al](C)C.[Cl:12][C:13]1[CH:18]=[CH:17][CH:16]=[CH:15][C:14]=1[C:19]1[N:24]=[C:23]2[O:25][C:26]([C:35](OCC)=[O:36])=[C:27]([NH:28][C:29](=[O:34])[C:30]([F:33])([F:32])[F:31])[C:22]2=[CH:21][C:20]=1[C:40]1[CH:45]=[CH:44][C:43]([Cl:46])=[CH:42][CH:41]=1, predict the reaction product. The product is: [Cl:12][C:13]1[CH:18]=[CH:17][CH:16]=[CH:15][C:14]=1[C:19]1[N:24]=[C:23]2[O:25][C:26]([C:35]([N:3]([CH2:4][CH3:5])[CH2:1][CH3:2])=[O:36])=[C:27]([NH:28][C:29](=[O:34])[C:30]([F:33])([F:32])[F:31])[C:22]2=[CH:21][C:20]=1[C:40]1[CH:41]=[CH:42][C:43]([Cl:46])=[CH:44][CH:45]=1.